From a dataset of Catalyst prediction with 721,799 reactions and 888 catalyst types from USPTO. Predict which catalyst facilitates the given reaction. (1) Reactant: [NH2:1][C:2]1[CH:22]=[CH:21][C:5]([O:6][C:7]2[C:12]([Br:13])=[CH:11][C:10]([CH2:14][CH2:15][C:16]([O:18][CH3:19])=[O:17])=[CH:9][C:8]=2[Br:20])=[CH:4][CH:3]=1.Cl[C:24]([O:26][CH2:27][CH3:28])=[O:25].C(N(CC)CC)C.O. Product: [CH2:27]([O:26][C:24]([NH:1][C:2]1[CH:3]=[CH:4][C:5]([O:6][C:7]2[C:8]([Br:20])=[CH:9][C:10]([CH2:14][CH2:15][C:16]([O:18][CH3:19])=[O:17])=[CH:11][C:12]=2[Br:13])=[CH:21][CH:22]=1)=[O:25])[CH3:28]. The catalyst class is: 54. (2) Reactant: [CH:1]1[C:10]2[C:5](=[CH:6][CH:7]=[CH:8][CH:9]=2)[CH:4]=[CH:3][C:2]=1[CH2:11][O:12][C:13]1[CH:14]=[C:15]([CH:20]=[C:21]([N+:23]([O-:25])=[O:24])[CH:22]=1)[C:16](OC)=[O:17].O.[NH2:27][NH2:28]. Product: [CH:1]1[C:10]2[C:5](=[CH:6][CH:7]=[CH:8][CH:9]=2)[CH:4]=[CH:3][C:2]=1[CH2:11][O:12][C:13]1[CH:14]=[C:15]([CH:20]=[C:21]([N+:23]([O-:25])=[O:24])[CH:22]=1)[C:16]([NH:27][NH2:28])=[O:17]. The catalyst class is: 5.